Dataset: Full USPTO retrosynthesis dataset with 1.9M reactions from patents (1976-2016). Task: Predict the reactants needed to synthesize the given product. (1) Given the product [NH2:1][C:2]1[C:3]([C:25]([NH:27][C:28]2[CH:29]=[N:30][CH:31]=[CH:32][CH:33]=2)=[O:26])=[N:4][C:5]([C:8]2[CH:13]=[CH:12][C:11]([CH2:14][CH2:15][CH2:16][OH:17])=[CH:10][CH:9]=2)=[CH:6][N:7]=1, predict the reactants needed to synthesize it. The reactants are: [NH2:1][C:2]1[C:3]([C:25]([NH:27][C:28]2[CH:29]=[N:30][CH:31]=[CH:32][CH:33]=2)=[O:26])=[N:4][C:5]([C:8]2[CH:13]=[CH:12][C:11]([CH2:14][CH2:15][CH2:16][O:17][Si](C(C)(C)C)(C)C)=[CH:10][CH:9]=2)=[CH:6][N:7]=1.C1COCC1.[OH-].[Na+]. (2) Given the product [CH3:20][O:19][CH2:18][O:17][C:14]1[CH:15]=[CH:16][C:11](/[C:2](=[C:3](\[C:23]2[CH:24]=[CH:25][CH:26]=[CH:27][C:22]=2[CH3:21])/[CH2:4][CH3:5])/[C:1]([O:7][CH2:8][CH3:9])=[O:6])=[CH:12][CH:13]=1, predict the reactants needed to synthesize it. The reactants are: [C:1]([O:7][CH2:8][CH3:9])(=[O:6])[C:2]#[C:3][CH2:4][CH3:5].I[C:11]1[CH:16]=[CH:15][C:14]([O:17][CH2:18][O:19][CH3:20])=[CH:13][CH:12]=1.[CH3:21][C:22]1[CH:27]=[CH:26][CH:25]=[CH:24][C:23]=1B(O)O.C([O-])([O-])=O.[K+].[K+]. (3) Given the product [F:1][C:2]1[C:3]([CH3:27])=[C:4]([C:8]2[CH:17]=[C:16]3[C:11]([CH:12]=[C:13]([NH2:18])[N:14]=[CH:15]3)=[C:10]([CH3:26])[N:9]=2)[CH:5]=[N:6][CH:7]=1, predict the reactants needed to synthesize it. The reactants are: [F:1][C:2]1[C:3]([CH3:27])=[C:4]([C:8]2[CH:17]=[C:16]3[C:11]([CH:12]=[C:13]([NH:18]C(=O)OC(C)(C)C)[N:14]=[CH:15]3)=[C:10]([CH3:26])[N:9]=2)[CH:5]=[N:6][CH:7]=1.FC(F)(F)C(O)=O. (4) Given the product [F:5][C:6]1[CH:12]=[C:11]([O:13][CH2:14][CH2:15][N:16]2[CH2:21][CH2:20][O:19][CH2:18][CH2:17]2)[CH:10]=[CH:9][C:7]=1[NH:8][NH2:1], predict the reactants needed to synthesize it. The reactants are: [N:1]([O-])=O.[Na+].[F:5][C:6]1[CH:12]=[C:11]([O:13][CH2:14][CH2:15][N:16]2[CH2:21][CH2:20][O:19][CH2:18][CH2:17]2)[CH:10]=[CH:9][C:7]=1[NH2:8].O.O.[Sn](Cl)Cl.[OH-].[Na+]. (5) Given the product [CH3:1][C:2]1[C:3]([C:7]([NH:12][NH2:13])=[O:9])=[N:4][S:5][CH:6]=1, predict the reactants needed to synthesize it. The reactants are: [CH3:1][C:2]1[C:3]([C:7]([O:9]C)=O)=[N:4][S:5][CH:6]=1.O.[NH2:12][NH2:13].